Task: Predict the reaction yield, written as a fraction of the theoretical maximum amount of product (1.0 means a 100% yield; for example, 0.34 means a 34% yield).. Dataset: Reaction yield outcomes from USPTO patents with 853,638 reactions (1) The reactants are [CH:1]1([CH:7]([C:9]2[C:10]([CH2:24][CH3:25])=[N:11][N:12]([C:14]3[CH:19]=[CH:18][C:17]([C:20]([F:23])([F:22])[F:21])=[CH:16][N:15]=3)[CH:13]=2)O)[CH2:6][CH2:5][CH2:4][CH2:3][CH2:2]1.[NH2:26][C:27]1[CH:32]=[CH:31][C:30]([C:33]([N:35]([CH3:43])[CH2:36][CH2:37][C:38]([O:40]CC)=[O:39])=[O:34])=[CH:29][CH:28]=1. No catalyst specified. The product is [CH:1]1([CH:7]([NH:26][C:27]2[CH:28]=[CH:29][C:30]([C:33]([N:35]([CH3:43])[CH2:36][CH2:37][C:38]([OH:40])=[O:39])=[O:34])=[CH:31][CH:32]=2)[C:9]2[C:10]([CH2:24][CH3:25])=[N:11][N:12]([C:14]3[CH:19]=[CH:18][C:17]([C:20]([F:23])([F:22])[F:21])=[CH:16][N:15]=3)[CH:13]=2)[CH2:6][CH2:5][CH2:4][CH2:3][CH2:2]1. The yield is 0.410. (2) The reactants are [OH:1][C:2]1[CH:9]=[CH:8][C:5]([CH:6]=O)=[CH:4][CH:3]=1.[CH2:10]([NH2:16])[C:11]1[O:15][CH:14]=[CH:13][CH:12]=1.[CH3:17][O:18][C:19]1[CH:27]=[CH:26][C:22]([CH2:23][N+:24]#[C-:25])=[CH:21][CH:20]=1.[NH2:28][C:29]1[C:30]([C:39](=[O:41])[NH2:40])=[N:31][S:32][C:33]=1[C:34](OCC)=[O:35].C[OH:43]. No catalyst specified. The product is [NH2:28][C:29]1[C:30]([C:39]([NH2:40])=[O:41])=[N:31][S:32][C:33]=1[C:34]([N:16]([CH2:10][C:11]1[O:15][CH:14]=[CH:13][CH:12]=1)[CH:6]([C:5]1[CH:8]=[CH:9][C:2]([OH:1])=[CH:3][CH:4]=1)[C:25]([NH:24][CH2:23][C:22]1[CH:26]=[CH:27][C:19]([O:18][CH3:17])=[CH:20][CH:21]=1)=[O:43])=[O:35]. The yield is 0.540. (3) The reactants are [F:1][CH:2]([F:20])[O:3][C:4]1[CH:9]=[CH:8][C:7]([C:10](=O)[C:11]([C:13]2[CH:18]=[CH:17][CH:16]=[CH:15]C=2)=O)=[CH:6][CH:5]=1.[O:21]1[CH2:26]COCC1.Cl.[CH3:28][NH:29][C:30]([NH2:32])=[NH:31].C([O-])([O-])=O.[Na+].[Na+]. The catalyst is O.CCO. The product is [NH2:32][C:30]1[N:29]([CH3:28])[C:26](=[O:21])[C:10]([C:7]2[CH:6]=[CH:5][C:4]([O:3][CH:2]([F:1])[F:20])=[CH:9][CH:8]=2)([C:11]2[CH:13]=[CH:18][CH:17]=[CH:16][CH:15]=2)[N:31]=1. The yield is 0.940. (4) The reactants are [CH3:1][O:2][C:3](=[O:14])[C:4]1[CH:9]=[C:8](Cl)[N:7]=[C:6]([C:11](=[O:13])[CH3:12])[CH:5]=1.C1(P(C2C=CC=CC=2)C2C=CC3C(=CC=CC=3)C=2C2C3C(=CC=CC=3)C=CC=2P(C2C=CC=CC=2)C2C=CC=CC=2)C=CC=CC=1.C(=O)([O-])[O-].[Cs+].[Cs+].[C@@H:67]([NH2:71])([CH2:69][CH3:70])[CH3:68]. The catalyst is C1(C)C=CC=CC=1.C(OCC)C.C([O-])(=O)C.[Pd+2].C([O-])(=O)C. The product is [CH3:1][O:2][C:3](=[O:14])[C:4]1[CH:9]=[C:8]([NH:71][C@H:67]([CH2:69][CH3:70])[CH3:68])[N:7]=[C:6]([C:11](=[O:13])[CH3:12])[CH:5]=1. The yield is 0.170. (5) The reactants are [NH2:1][C@H:2]1[CH2:7][CH2:6][C@H:5]([NH:8][C:9]2[CH:10]=[C:11]([NH:28][C:29]3[CH:33]=[CH:32][N:31]([CH:34]([CH3:36])[CH3:35])[N:30]=3)[C:12]3[N:13]([C:15]([C:18]([NH:20][C:21]4[CH:26]=[CH:25][N:24]=[CH:23][C:22]=4[F:27])=[O:19])=[CH:16][N:17]=3)[N:14]=2)[CH2:4][CH2:3]1.[C:37]([CH2:39][C:40](O)=[O:41])#[N:38].CCN(C(C)C)C(C)C.F[P-](F)(F)(F)(F)F.N1(O[P+](N(C)C)(N(C)C)N(C)C)C2C=CC=CC=2N=N1. The catalyst is C(Cl)Cl. The product is [C:37]([CH2:39][C:40]([NH:1][C@H:2]1[CH2:7][CH2:6][C@H:5]([NH:8][C:9]2[CH:10]=[C:11]([NH:28][C:29]3[CH:33]=[CH:32][N:31]([CH:34]([CH3:36])[CH3:35])[N:30]=3)[C:12]3[N:13]([C:15]([C:18]([NH:20][C:21]4[CH:26]=[CH:25][N:24]=[CH:23][C:22]=4[F:27])=[O:19])=[CH:16][N:17]=3)[N:14]=2)[CH2:4][CH2:3]1)=[O:41])#[N:38]. The yield is 0.610.